Dataset: Full USPTO retrosynthesis dataset with 1.9M reactions from patents (1976-2016). Task: Predict the reactants needed to synthesize the given product. Given the product [Cl:6][C:7]1[CH:12]=[CH:11][C:10]([F:13])=[C:9]([CH3:1])[C:8]=1[Cl:14], predict the reactants needed to synthesize it. The reactants are: [CH2:1]([Li])CCC.[Cl:6][C:7]1[CH:12]=[CH:11][C:10]([F:13])=[CH:9][C:8]=1[Cl:14].COS(OC)(=O)=O.[Cl-].[Na+].[OH-].[NH4+].